This data is from Forward reaction prediction with 1.9M reactions from USPTO patents (1976-2016). The task is: Predict the product of the given reaction. (1) The product is: [CH:1]1([N:42]2[C:43]3[CH:48]=[C:47]([N:49]4[CH:54]=[C:53]([C:55]([O:57][CH2:58][CH3:59])=[O:56])[C:52](=[O:60])[N:51]([CH2:61][C:62]5[CH:67]=[CH:66][CH:65]=[C:64]([C:68]([F:71])([F:69])[F:70])[C:63]=5[CH3:72])[C:50]4=[O:73])[CH:46]=[CH:45][C:44]=3[N:40]([CH3:39])[C:41]2=[O:74])[CH2:4][CH2:3][CH2:2]1. Given the reactants [CH:1]1(O)[CH2:4][CH2:3][CH2:2]1.C1(P(C2C=CC=CC=2)C2C=CC=CC=2)C=CC=CC=1.N(C(OC(C)C)=O)=NC(OC(C)C)=O.[CH3:39][N:40]1[C:44]2[CH:45]=[CH:46][C:47]([N:49]3[CH:54]=[C:53]([C:55]([O:57][CH2:58][CH3:59])=[O:56])[C:52](=[O:60])[N:51]([CH2:61][C:62]4[CH:67]=[CH:66][CH:65]=[C:64]([C:68]([F:71])([F:70])[F:69])[C:63]=4[CH3:72])[C:50]3=[O:73])=[CH:48][C:43]=2[NH:42][C:41]1=[O:74], predict the reaction product. (2) Given the reactants [CH3:1][C:2]1[N:3]([CH:14]([C:16]2[CH:21]=[CH:20][CH:19]=[CH:18][CH:17]=2)[CH3:15])[C:4]2[C:9]([C:10]=1[C:11](O)=[O:12])=[CH:8][CH:7]=[CH:6][CH:5]=2.ON1C2C=CC=CC=2N=N1.Cl.C(N=C=NCCCN(C)C)C.CN(C)C.[NH2:48][CH2:49][C:50]1[C:51]([OH:58])=[N:52][C:53]([CH3:57])=[CH:54][C:55]=1[CH3:56], predict the reaction product. The product is: [OH:58][C:51]1[C:50]([CH2:49][NH:48][C:11]([C:10]2[C:9]3[C:4](=[CH:5][CH:6]=[CH:7][CH:8]=3)[N:3]([CH:14]([C:16]3[CH:17]=[CH:18][CH:19]=[CH:20][CH:21]=3)[CH3:15])[C:2]=2[CH3:1])=[O:12])=[C:55]([CH3:56])[CH:54]=[C:53]([CH3:57])[N:52]=1.